The task is: Predict the product of the given reaction.. This data is from Forward reaction prediction with 1.9M reactions from USPTO patents (1976-2016). (1) Given the reactants C(O[C:4]([C:6]1[CH:10]=[C:9]([C:11]2[C:19]3[C:14](=[N:15][CH:16]=[CH:17][CH:18]=3)[NH:13][N:12]=2)[NH:8][CH:7]=1)=[O:5])C.Cl.CN(C)CCCN=C=NCC.[CH2:32]([NH2:39])[C:33]1[CH:38]=[CH:37][CH:36]=[CH:35][CH:34]=1.C(N(CC)CC)C, predict the reaction product. The product is: [CH2:32]([NH:39][C:4]([C:6]1[CH:10]=[C:9]([C:11]2[C:19]3[C:14](=[N:15][CH:16]=[CH:17][CH:18]=3)[NH:13][N:12]=2)[NH:8][CH:7]=1)=[O:5])[C:33]1[CH:38]=[CH:37][CH:36]=[CH:35][CH:34]=1. (2) Given the reactants [OH-].[K+].[CH2:3]([O:5][C:6]1[CH:15]=[C:14]2[C:9]([C:10]([C:39]([O:41]C)=[O:40])=[C:11]([CH2:26][N:27]3[CH2:32][CH2:31][CH:30]([N:33]4[CH2:38][CH2:37][O:36][CH2:35][CH2:34]4)[CH2:29][CH2:28]3)[C:12]([C:16]3[CH:21]=[CH:20][CH:19]=[C:18]([C:22]([F:25])([F:24])[F:23])[CH:17]=3)=[N:13]2)=[CH:8][C:7]=1[S:43]([CH2:46][CH3:47])(=[O:45])=[O:44])[CH3:4], predict the reaction product. The product is: [CH2:3]([O:5][C:6]1[CH:15]=[C:14]2[C:9]([C:10]([C:39]([OH:41])=[O:40])=[C:11]([CH2:26][N:27]3[CH2:28][CH2:29][CH:30]([N:33]4[CH2:38][CH2:37][O:36][CH2:35][CH2:34]4)[CH2:31][CH2:32]3)[C:12]([C:16]3[CH:21]=[CH:20][CH:19]=[C:18]([C:22]([F:25])([F:23])[F:24])[CH:17]=3)=[N:13]2)=[CH:8][C:7]=1[S:43]([CH2:46][CH3:47])(=[O:45])=[O:44])[CH3:4]. (3) Given the reactants [O:1]=[C:2]([CH:8]=[CH:9][C:10]1[S:11][CH:12]=[CH:13][N:14]=1)[CH2:3][C:4]([O:6][CH3:7])=[O:5], predict the reaction product. The product is: [O:1]=[C:2]([CH2:8][CH2:9][C:10]1[S:11][CH:12]=[CH:13][N:14]=1)[CH2:3][C:4]([O:6][CH3:7])=[O:5]. (4) Given the reactants C(OC([N:8]1[CH2:12][CH:11]([OH:13])[CH:10]([O:14][C:15]2[CH:20]=[CH:19][C:18]([Br:21])=[CH:17][C:16]=2[O:22][CH3:23])[CH2:9]1)=O)(C)(C)C.FC(F)(F)C(O)=O, predict the reaction product. The product is: [Br:21][C:18]1[CH:19]=[CH:20][C:15]([O:14][C@@H:10]2[CH2:9][NH:8][CH2:12][C@H:11]2[OH:13])=[C:16]([O:22][CH3:23])[CH:17]=1. (5) Given the reactants [NH:1]([C:6]([O:8][C:9]([CH3:12])([CH3:11])[CH3:10])=[O:7])[CH2:2][C:3]([OH:5])=O.CCN(C(C)C)C(C)C.F[P-](F)(F)(F)(F)F.N1(O[P+](N(C)C)(N(C)C)N(C)C)C2C=CC=CC=2N=N1.Cl.[CH3:50][NH:51][O:52][CH3:53], predict the reaction product. The product is: [CH3:53][O:52][N:51]([CH3:50])[C:3](=[O:5])[CH2:2][NH:1][C:6](=[O:7])[O:8][C:9]([CH3:12])([CH3:11])[CH3:10]. (6) Given the reactants [CH2:1]([O:3][C:4]1[C:8]([CH2:9][CH2:10][CH2:11][OH:12])=[CH:7][N:6]([C:13]2[CH:18]=[CH:17][C:16]([C:19]([F:22])([F:21])[F:20])=[CH:15][CH:14]=2)[N:5]=1)[CH3:2].O[C:24]1[CH:25]=[C:26]([CH2:30][C:31]([O:33]C)=[O:32])[CH:27]=[CH:28][CH:29]=1.C(P(CCCC)CCCC)CCC.N(C(N1CCCCC1)=O)=NC(N1CCCCC1)=O, predict the reaction product. The product is: [CH2:1]([O:3][C:4]1[C:8]([CH2:9][CH2:10][CH2:11][O:12][C:24]2[CH:25]=[C:26]([CH2:30][C:31]([OH:33])=[O:32])[CH:27]=[CH:28][CH:29]=2)=[CH:7][N:6]([C:13]2[CH:18]=[CH:17][C:16]([C:19]([F:21])([F:22])[F:20])=[CH:15][CH:14]=2)[N:5]=1)[CH3:2]. (7) Given the reactants [CH3:1][N:2]([CH3:24])[CH2:3][CH2:4][O:5][C:6]1[CH:11]=[CH:10][C:9]2[C:12]3([CH2:22][O:23][C:8]=2[CH:7]=1)[C:20]1[C:15](=[CH:16][CH:17]=[CH:18][CH:19]=1)[NH:14][C:13]3=[O:21].CC1C=CC(S(O[CH2:36][C@H:37]2[CH2:41][CH2:40][CH2:39][O:38]2)(=O)=O)=CC=1.C(=O)([O-])[O-].[Cs+].[Cs+], predict the reaction product. The product is: [CH3:1][N:2]([CH3:24])[CH2:3][CH2:4][O:5][C:6]1[CH:11]=[CH:10][C:9]2[C:12]3([CH2:22][O:23][C:8]=2[CH:7]=1)[C:20]1[C:15](=[CH:16][CH:17]=[CH:18][CH:19]=1)[N:14]([CH2:36][C@H:37]1[CH2:41][CH2:40][CH2:39][O:38]1)[C:13]3=[O:21].